Dataset: Full USPTO retrosynthesis dataset with 1.9M reactions from patents (1976-2016). Task: Predict the reactants needed to synthesize the given product. The reactants are: [NH2:1][C@@H:2]([CH2:33][C:34]1[CH:39]=[CH:38][CH:37]=[CH:36][CH:35]=1)[C@@H:3]([OH:32])[CH2:4][C@H:5]([NH:19][C:20]([C@@H:22]([NH:27][C:28](=[O:31])[O:29][CH3:30])[C:23]([CH3:26])([CH3:25])[CH3:24])=[O:21])[CH2:6][C:7]1[CH:12]=[CH:11][C:10]([C:13]2[CH:18]=[CH:17][CH:16]=[CH:15][N:14]=2)=[CH:9][CH:8]=1.[CH3:40][C@@H:41]([CH2:52][CH3:53])[C@H:42]([N:46]1[CH2:50][CH2:49][NH:48][C:47]1=[O:51])[C:43](O)=[O:44].CCOP(ON1N=NC2C=CC=CC=2C1=O)(OCC)=O.C(N(CC)C(C)C)(C)C. Given the product [OH:32][C@H:3]([C@@H:2]([NH:1][C:43](=[O:44])[C@@H:42]([N:46]1[CH2:50][CH2:49][NH:48][C:47]1=[O:51])[C@@H:41]([CH3:40])[CH2:52][CH3:53])[CH2:33][C:34]1[CH:35]=[CH:36][CH:37]=[CH:38][CH:39]=1)[CH2:4][C@H:5]([NH:19][C:20]([C@@H:22]([NH:27][C:28](=[O:31])[O:29][CH3:30])[C:23]([CH3:26])([CH3:25])[CH3:24])=[O:21])[CH2:6][C:7]1[CH:12]=[CH:11][C:10]([C:13]2[CH:18]=[CH:17][CH:16]=[CH:15][N:14]=2)=[CH:9][CH:8]=1, predict the reactants needed to synthesize it.